Dataset: NCI-60 drug combinations with 297,098 pairs across 59 cell lines. Task: Regression. Given two drug SMILES strings and cell line genomic features, predict the synergy score measuring deviation from expected non-interaction effect. (1) Drug 2: CCC1=C2CN3C(=CC4=C(C3=O)COC(=O)C4(CC)O)C2=NC5=C1C=C(C=C5)O. Cell line: HS 578T. Synergy scores: CSS=13.5, Synergy_ZIP=-3.89, Synergy_Bliss=4.49, Synergy_Loewe=-15.5, Synergy_HSA=-1.02. Drug 1: CC1C(C(=O)NC(C(=O)N2CCCC2C(=O)N(CC(=O)N(C(C(=O)O1)C(C)C)C)C)C(C)C)NC(=O)C3=C4C(=C(C=C3)C)OC5=C(C(=O)C(=C(C5=N4)C(=O)NC6C(OC(=O)C(N(C(=O)CN(C(=O)C7CCCN7C(=O)C(NC6=O)C(C)C)C)C)C(C)C)C)N)C. (2) Drug 1: CC12CCC(CC1=CCC3C2CCC4(C3CC=C4C5=CN=CC=C5)C)O. Drug 2: C1=CC(=CC=C1CCCC(=O)O)N(CCCl)CCCl. Cell line: SN12C. Synergy scores: CSS=20.8, Synergy_ZIP=0.501, Synergy_Bliss=4.94, Synergy_Loewe=2.74, Synergy_HSA=5.18.